This data is from Full USPTO retrosynthesis dataset with 1.9M reactions from patents (1976-2016). The task is: Predict the reactants needed to synthesize the given product. (1) The reactants are: [NH2:1][C:2]1[CH:7]=[C:6]([F:8])[C:5]([F:9])=[CH:4][C:3]=1[NH2:10].[N:11]#[C:12]Br.C(=O)(O)[O-].[Na+]. Given the product [F:8][C:6]1[C:5]([F:9])=[CH:4][C:3]2[NH:10][C:12]([NH2:11])=[N:1][C:2]=2[CH:7]=1, predict the reactants needed to synthesize it. (2) Given the product [Cl:1][C:2]1[C:3]([CH2:13][N:14]([CH:39]2[CH2:41][CH2:40]2)[C:15]([C@@H:17]2[C@:22]([C:24]3[CH:29]=[CH:28][C:27]([F:30])=[C:26]([F:31])[CH:25]=3)([O:23][CH3:44])[CH2:21][CH2:20][N:19]([C:32]([O:34][C:35]([CH3:36])([CH3:37])[CH3:38])=[O:33])[CH2:18]2)=[O:16])=[CH:4][C:5]([CH2:8][CH2:9][CH2:10][O:11][CH3:12])=[N:6][CH:7]=1, predict the reactants needed to synthesize it. The reactants are: [Cl:1][C:2]1[C:3]([CH2:13][N:14]([CH:39]2[CH2:41][CH2:40]2)[C:15]([C@@H:17]2[C@:22]([C:24]3[CH:29]=[CH:28][C:27]([F:30])=[C:26]([F:31])[CH:25]=3)([OH:23])[CH2:21][CH2:20][N:19]([C:32]([O:34][C:35]([CH3:38])([CH3:37])[CH3:36])=[O:33])[CH2:18]2)=[O:16])=[CH:4][C:5]([CH2:8][CH2:9][CH2:10][O:11][CH3:12])=[N:6][CH:7]=1.[H-].[Na+].[CH3:44]I.